This data is from Catalyst prediction with 721,799 reactions and 888 catalyst types from USPTO. The task is: Predict which catalyst facilitates the given reaction. (1) Reactant: Cl[C:2]1[CH:3]=[CH:4][C:5]([N+:12]([O-:14])=[O:13])=[C:6]([CH:11]=1)[C:7]([O:9][CH3:10])=[O:8].[C:15](=[O:18])([O-])[O-].[K+].[K+]. Product: [CH3:10][O:9][C:7](=[O:8])[C:6]1[CH:11]=[CH:2][CH:3]=[C:4]([O:18][C:15]2[CH:4]=[CH:3][CH:2]=[CH:11][CH:6]=2)[C:5]=1[N+:12]([O-:14])=[O:13]. The catalyst class is: 37. (2) Product: [CH2:1]([O:8][C:9](=[O:28])[NH:10][C@@H:11]([CH3:27])[CH2:12][N:13]1[C:21]2[C:16](=[CH:17][CH:18]=[C:19]3[O:23][CH2:24][CH2:25][O:26][C:20]3=2)[CH:15]=[N:14]1)[C:2]1[CH:7]=[CH:6][CH:5]=[CH:4][CH:3]=1. Reactant: [CH2:1]([O:8][C:9](=[O:28])[NH:10][C@@H:11]([CH3:27])[CH2:12][N:13]1[C:21]2[C:16](=[CH:17][CH:18]=[C:19]([O:23][CH2:24][CH2:25][OH:26])[C:20]=2Br)[CH:15]=[N:14]1)[C:2]1[CH:7]=[CH:6][CH:5]=[CH:4][CH:3]=1.[H-].[Na+].C(=O)(O)[O-].[Na+]. The catalyst class is: 9.